This data is from Full USPTO retrosynthesis dataset with 1.9M reactions from patents (1976-2016). The task is: Predict the reactants needed to synthesize the given product. (1) Given the product [O:23]1[CH2:24][CH2:25][CH:20]([CH:16]([NH:15][C:13]([C:4]2[C:3]([NH:2][C:27]([NH:26][C:29]3[C:30]([CH3:37])=[CH:31][C:32]([CH3:36])=[CH:33][C:34]=3[CH3:35])=[O:28])=[CH:12][C:11]3[C:6](=[CH:7][CH:8]=[CH:9][CH:10]=3)[CH:5]=2)=[O:14])[C:17]([O:19][CH3:38])=[O:18])[CH2:21][CH2:22]1, predict the reactants needed to synthesize it. The reactants are: Cl.[NH2:2][C:3]1[C:4]([C:13]([NH:15][CH:16]([CH:20]2[CH2:25][CH2:24][O:23][CH2:22][CH2:21]2)[C:17]([OH:19])=[O:18])=[O:14])=[CH:5][C:6]2[C:11]([CH:12]=1)=[CH:10][CH:9]=[CH:8][CH:7]=2.[N:26]([C:29]1[C:34]([CH3:35])=[CH:33][C:32]([CH3:36])=[CH:31][C:30]=1[CH3:37])=[C:27]=[O:28].[CH3:38]CCCCC.C(OCC)(=O)C. (2) Given the product [Br:1][C:2]1[CH:10]=[CH:9][CH:8]=[CH:7][C:3]=1[C:4]1[CH2:36][C:35]([CH2:34][O:33][CH2:32][C:26]2[C:27]([F:31])=[CH:28][CH:29]=[CH:30][C:25]=2[F:24])([CH3:37])[O:6][N:5]=1, predict the reactants needed to synthesize it. The reactants are: [Br:1][C:2]1[CH:10]=[CH:9][CH:8]=[CH:7][C:3]=1[CH:4]=[N:5][OH:6].ClN1C(=O)CCC1=O.C([O-])(O)=O.[Na+].[F:24][C:25]1[CH:30]=[CH:29][CH:28]=[C:27]([F:31])[C:26]=1[CH2:32][O:33][CH2:34][C:35]([CH3:37])=[CH2:36].